This data is from Forward reaction prediction with 1.9M reactions from USPTO patents (1976-2016). The task is: Predict the product of the given reaction. (1) Given the reactants [Cl:1][C:2]1[C:12]2[CH2:11][CH2:10][N:9]([C:13]([O:15][CH2:16][CH3:17])=[O:14])[CH2:8][CH2:7][C:6]=2[CH:5]=[CH:4][CH:3]=1.S(=O)(=O)(O)O.[N+:23]([O-:26])([OH:25])=[O:24], predict the reaction product. The product is: [Cl:1][C:2]1[C:12]2[CH2:11][CH2:10][N:9]([C:13]([O:15][CH2:16][CH3:17])=[O:14])[CH2:8][CH2:7][C:6]=2[CH:5]=[CH:4][C:3]=1[N+:23]([O-:25])=[O:24].[Cl:1][C:2]1[C:12]2[CH2:11][CH2:10][N:9]([C:13]([O:15][CH2:16][CH3:17])=[O:14])[CH2:8][CH2:7][C:6]=2[C:5]([N+:23]([O-:26])=[O:24])=[CH:4][CH:3]=1. (2) Given the reactants [NH2:1][C@@H:2]([CH2:6][CH2:7][C:8]([NH:10][C@H:11]([C:14]([NH:16][CH2:17][C:18]([OH:20])=[O:19])=[O:15])[CH2:12][SH:13])=[O:9])[C:3]([OH:5])=[O:4].Cl.[N:22]([O-])=[O:23].[Na+], predict the reaction product. The product is: [NH2:1][C@H:2]([C:3]([OH:5])=[O:4])[CH2:6][CH2:7][C:8]([NH:10][C@H:11]([C:14]([NH:16][CH2:17][C:18]([OH:20])=[O:19])=[O:15])[CH2:12][S:13][N:22]=[O:23])=[O:9]. (3) Given the reactants [CH2:1]([O:8][C@@H:9]1[C@@H:14]([O:15][CH2:16][C:17]2[CH:22]=[CH:21][CH:20]=[CH:19][CH:18]=2)[C@H:13]([O:23][CH2:24][C:25]2[CH:30]=[CH:29][CH:28]=[CH:27][CH:26]=2)[C@@H:12]([CH2:31][O:32][CH2:33][C:34]2[CH:39]=[CH:38][CH:37]=[CH:36][CH:35]=2)[O:11][C:10]1=[O:40])[C:2]1[CH:7]=[CH:6][CH:5]=[CH:4][CH:3]=1.Br[C:42]1[CH:47]=[C:46]([CH2:48][C:49]2[CH:54]=[CH:53][C:52]([CH2:55][CH3:56])=[CH:51][CH:50]=2)[C:45]([Cl:57])=[CH:44][C:43]=1[O:58][CH3:59].[Li]CCCC, predict the reaction product. The product is: [CH2:1]([O:8][C@@H:9]1[C@@H:14]([O:15][CH2:16][C:17]2[CH:22]=[CH:21][CH:20]=[CH:19][CH:18]=2)[C@H:13]([O:23][CH2:24][C:25]2[CH:26]=[CH:27][CH:28]=[CH:29][CH:30]=2)[C@@H:12]([CH2:31][O:32][CH2:33][C:34]2[CH:35]=[CH:36][CH:37]=[CH:38][CH:39]=2)[O:11][C@:10]1([C:42]1[CH:47]=[C:46]([CH2:48][C:49]2[CH:54]=[CH:53][C:52]([CH2:55][CH3:56])=[CH:51][CH:50]=2)[C:45]([Cl:57])=[CH:44][C:43]=1[O:58][CH3:59])[OH:40])[C:2]1[CH:7]=[CH:6][CH:5]=[CH:4][CH:3]=1. (4) Given the reactants [NH:1]1[C:9]2[C:4](=[CH:5][CH:6]=[CH:7][CH:8]=2)[C:3]([C:10](=[O:14])[C:11](Cl)=[O:12])=[CH:2]1.[C:15]1([CH:21]([C:24]2[CH:29]=[CH:28][CH:27]=[CH:26][CH:25]=2)[CH2:22][NH2:23])[CH:20]=[CH:19][CH:18]=[CH:17][CH:16]=1, predict the reaction product. The product is: [C:24]1([CH:21]([C:15]2[CH:16]=[CH:17][CH:18]=[CH:19][CH:20]=2)[CH2:22][NH:23][C:11](=[O:12])[C:10]([C:3]2[C:4]3[C:9](=[CH:8][CH:7]=[CH:6][CH:5]=3)[NH:1][CH:2]=2)=[O:14])[CH:25]=[CH:26][CH:27]=[CH:28][CH:29]=1. (5) Given the reactants [C:1]([C:4]1[CH:11]=[CH:10][C:7]([CH:8]=[O:9])=[CH:6][CH:5]=1)([OH:3])=O.[CH3:12][NH:13][CH2:14][CH2:15][N:16]1[CH2:21][CH2:20][CH:19]([O:22][C:23](=[O:37])[NH:24][C:25]2[CH:30]=[CH:29][CH:28]=[CH:27][C:26]=2[C:31]2[CH:36]=[CH:35][CH:34]=[CH:33][CH:32]=2)[CH2:18][CH2:17]1.[Cl-].COC1N=C(OC)N=C([N+]2(C)CCOCC2)N=1, predict the reaction product. The product is: [CH:8]([C:7]1[CH:10]=[CH:11][C:4]([C:1]([CH2:12][NH:13][CH2:14][CH2:15][N:16]2[CH2:21][CH2:20][CH:19]([O:22][C:23](=[O:37])[NH:24][C:25]3[CH:30]=[CH:29][CH:28]=[CH:27][C:26]=3[C:31]3[CH:36]=[CH:35][CH:34]=[CH:33][CH:32]=3)[CH2:18][CH2:17]2)=[O:3])=[CH:5][CH:6]=1)=[O:9].